From a dataset of Forward reaction prediction with 1.9M reactions from USPTO patents (1976-2016). Predict the product of the given reaction. (1) Given the reactants [Cl:1][C:2]1[CH:3]=[C:4]([CH2:11][CH2:12][C:13]#[N:14])[CH:5]=[C:6]([CH2:9][OH:10])[C:7]=1[Cl:8].C(=O)(O)[O-].[Na+], predict the reaction product. The product is: [Cl:1][C:2]1[CH:3]=[C:4]([CH2:11][CH2:12][C:13]#[N:14])[CH:5]=[C:6]([CH:9]=[O:10])[C:7]=1[Cl:8]. (2) Given the reactants [Cl:1][C:2]1[N:7]=[C:6]([C:8]2[S:12][C:11]([CH:13]([CH3:15])[CH3:14])=[N:10][C:9]=2[C:16]2[CH:17]=[C:18]([NH:22][S:23]([C:26]3[C:31](F)=[CH:30]C=CC=3F)(=[O:25])=[O:24])[CH:19]=[CH:20][CH:21]=2)[CH:5]=[CH:4][N:3]=1.ClC1N=C(C2SC(C(C)C)=NC=2C2C=CC(F)=C(N)C=2)C=CN=1.C1(S(Cl)(=O)=O)CC1, predict the reaction product. The product is: [Cl:1][C:2]1[N:7]=[C:6]([C:8]2[S:12][C:11]([CH:13]([CH3:14])[CH3:15])=[N:10][C:9]=2[C:16]2[CH:17]=[C:18]([NH:22][S:23]([CH:26]3[CH2:31][CH2:30]3)(=[O:25])=[O:24])[CH:19]=[CH:20][CH:21]=2)[CH:5]=[CH:4][N:3]=1.